From a dataset of NCI-60 drug combinations with 297,098 pairs across 59 cell lines. Regression. Given two drug SMILES strings and cell line genomic features, predict the synergy score measuring deviation from expected non-interaction effect. (1) Drug 1: C1=C(C(=O)NC(=O)N1)F. Drug 2: C(CCl)NC(=O)N(CCCl)N=O. Cell line: SNB-19. Synergy scores: CSS=34.6, Synergy_ZIP=3.39, Synergy_Bliss=4.85, Synergy_Loewe=-0.640, Synergy_HSA=4.53. (2) Drug 1: CC1=CC=C(C=C1)C2=CC(=NN2C3=CC=C(C=C3)S(=O)(=O)N)C(F)(F)F. Drug 2: CCN(CC)CCNC(=O)C1=C(NC(=C1C)C=C2C3=C(C=CC(=C3)F)NC2=O)C. Cell line: SF-295. Synergy scores: CSS=-1.02, Synergy_ZIP=2.12, Synergy_Bliss=0.636, Synergy_Loewe=0.671, Synergy_HSA=-1.80. (3) Drug 1: CC12CCC(CC1=CCC3C2CCC4(C3CC=C4C5=CN=CC=C5)C)O. Drug 2: C(CCl)NC(=O)N(CCCl)N=O. Cell line: MCF7. Synergy scores: CSS=-8.76, Synergy_ZIP=-0.504, Synergy_Bliss=2.09, Synergy_Loewe=-10.9, Synergy_HSA=-2.53. (4) Drug 1: C1=CN(C=N1)CC(O)(P(=O)(O)O)P(=O)(O)O. Drug 2: CCC1(C2=C(COC1=O)C(=O)N3CC4=CC5=C(C=CC(=C5CN(C)C)O)N=C4C3=C2)O.Cl. Cell line: MDA-MB-435. Synergy scores: CSS=14.4, Synergy_ZIP=-3.29, Synergy_Bliss=3.78, Synergy_Loewe=-5.33, Synergy_HSA=-0.0344. (5) Drug 1: CCC1(CC2CC(C3=C(CCN(C2)C1)C4=CC=CC=C4N3)(C5=C(C=C6C(=C5)C78CCN9C7C(C=CC9)(C(C(C8N6C)(C(=O)OC)O)OC(=O)C)CC)OC)C(=O)OC)O.OS(=O)(=O)O. Drug 2: CC12CCC3C(C1CCC2OP(=O)(O)O)CCC4=C3C=CC(=C4)OC(=O)N(CCCl)CCCl.[Na+]. Cell line: NCI/ADR-RES. Synergy scores: CSS=0.901, Synergy_ZIP=1.29, Synergy_Bliss=1.86, Synergy_Loewe=-0.572, Synergy_HSA=-1.28. (6) Drug 1: C1=NC(=NC(=O)N1C2C(C(C(O2)CO)O)O)N. Drug 2: C1=CC=C(C=C1)NC(=O)CCCCCCC(=O)NO. Cell line: CCRF-CEM. Synergy scores: CSS=45.8, Synergy_ZIP=-3.53, Synergy_Bliss=-1.69, Synergy_Loewe=-0.171, Synergy_HSA=2.34. (7) Drug 1: CC1=C(N=C(N=C1N)C(CC(=O)N)NCC(C(=O)N)N)C(=O)NC(C(C2=CN=CN2)OC3C(C(C(C(O3)CO)O)O)OC4C(C(C(C(O4)CO)O)OC(=O)N)O)C(=O)NC(C)C(C(C)C(=O)NC(C(C)O)C(=O)NCCC5=NC(=CS5)C6=NC(=CS6)C(=O)NCCC[S+](C)C)O. Drug 2: C1C(C(OC1N2C=NC(=NC2=O)N)CO)O. Cell line: UO-31. Synergy scores: CSS=20.9, Synergy_ZIP=-7.90, Synergy_Bliss=1.63, Synergy_Loewe=-1.64, Synergy_HSA=4.24.